Dataset: Full USPTO retrosynthesis dataset with 1.9M reactions from patents (1976-2016). Task: Predict the reactants needed to synthesize the given product. (1) Given the product [CH2:25]([O:24][C:22]([N:5]([CH2:4][C:3]([O:2][CH3:1])=[O:15])[C:6]([CH3:14])([CH2:12][CH3:13])[CH2:7][C:8]([O:10][CH3:11])=[O:9])=[O:23])[C:26]1[CH:31]=[CH:30][CH:29]=[CH:28][CH:27]=1, predict the reactants needed to synthesize it. The reactants are: [CH3:1][O:2][C:3](=[O:15])[CH2:4][NH:5][C:6]([CH3:14])([CH2:12][CH3:13])[CH2:7][C:8]([O:10][CH3:11])=[O:9].C([O-])(O)=O.[Na+].Cl[C:22]([O:24][CH2:25][C:26]1[CH:31]=[CH:30][CH:29]=[CH:28][CH:27]=1)=[O:23]. (2) Given the product [CH3:1][S:2]([O:17][CH2:16][CH2:15][C:11]1[CH:12]=[CH:13][CH:14]=[C:9]([N+:6]([O-:8])=[O:7])[CH:10]=1)(=[O:4])=[O:3], predict the reactants needed to synthesize it. The reactants are: [CH3:1][S:2](Cl)(=[O:4])=[O:3].[N+:6]([C:9]1[CH:10]=[C:11]([CH2:15][CH2:16][OH:17])[CH:12]=[CH:13][CH:14]=1)([O-:8])=[O:7].C(N(CC)CC)C. (3) Given the product [C:1]([O:5][C:6]([N:8]1[CH2:13][CH2:12][N:11]([C:14]([O:16][C:17]([CH3:20])([CH3:19])[CH3:18])=[O:15])[CH2:10][CH:9]1[CH2:21][CH:22]=[CH:29][C:25]1[S:24][CH:28]=[CH:27][CH:26]=1)=[O:7])([CH3:4])([CH3:3])[CH3:2], predict the reactants needed to synthesize it. The reactants are: [C:1]([O:5][C:6]([N:8]1[CH2:13][CH2:12][N:11]([C:14]([O:16][C:17]([CH3:20])([CH3:19])[CH3:18])=[O:15])[CH2:10][CH:9]1[CH2:21][CH:22]=O)=[O:7])([CH3:4])([CH3:3])[CH3:2].[S:24]1[CH:28]=[CH:27][CH:26]=[C:25]1[CH2:29][PH3+].C1CCN2C(=NCCC2)CC1. (4) Given the product [NH2:1][C:2]1[N:7]2[N:8]=[CH:9][C:10]([C:11]([N:36]3[CH2:37][CH2:38][CH:34]([N:33]([CH3:39])[CH3:32])[CH2:35]3)=[O:12])=[C:6]2[N:5]=[CH:4][C:3]=1[C:14]1[CH:15]=[CH:16][C:17]([NH:20][S:21]([C:24]2[CH:29]=[CH:28][CH:27]=[C:26]([Cl:30])[C:25]=2[Cl:31])(=[O:23])=[O:22])=[CH:18][CH:19]=1, predict the reactants needed to synthesize it. The reactants are: [NH2:1][C:2]1[N:7]2[N:8]=[CH:9][C:10]([C:11](O)=[O:12])=[C:6]2[N:5]=[CH:4][C:3]=1[C:14]1[CH:19]=[CH:18][C:17]([NH:20][S:21]([C:24]2[CH:29]=[CH:28][CH:27]=[C:26]([Cl:30])[C:25]=2[Cl:31])(=[O:23])=[O:22])=[CH:16][CH:15]=1.[CH3:32][N:33]([CH3:39])[CH:34]1[CH2:38][CH2:37][NH:36][CH2:35]1.C(Cl)CCl.C1C=NC2N(O)N=NC=2C=1.CCN(CC)CC. (5) Given the product [C:4]([C:3]1[CH:6]=[CH:7][C:8]([CH3:10])=[CH:9][C:2]=1[NH:1][C:20]([NH:19][C:11](=[O:18])[C:12]1[CH:13]=[CH:14][CH:15]=[CH:16][CH:17]=1)=[O:21])#[N:5], predict the reactants needed to synthesize it. The reactants are: [NH2:1][C:2]1[CH:9]=[C:8]([CH3:10])[CH:7]=[CH:6][C:3]=1[C:4]#[N:5].[C:11]([N:19]=[C:20]=[O:21])(=[O:18])[C:12]1[CH:17]=[CH:16][CH:15]=[CH:14][CH:13]=1.